This data is from NCI-60 drug combinations with 297,098 pairs across 59 cell lines. The task is: Regression. Given two drug SMILES strings and cell line genomic features, predict the synergy score measuring deviation from expected non-interaction effect. (1) Drug 1: C1=CC(=CC=C1CCC2=CNC3=C2C(=O)NC(=N3)N)C(=O)NC(CCC(=O)O)C(=O)O. Drug 2: CC(C)(C#N)C1=CC(=CC(=C1)CN2C=NC=N2)C(C)(C)C#N. Cell line: COLO 205. Synergy scores: CSS=28.3, Synergy_ZIP=2.82, Synergy_Bliss=0.501, Synergy_Loewe=-12.1, Synergy_HSA=-0.485. (2) Drug 1: C1=CC(=CC=C1CC(C(=O)O)N)N(CCCl)CCCl.Cl. Drug 2: CC1C(C(CC(O1)OC2CC(OC(C2O)C)OC3=CC4=CC5=C(C(=O)C(C(C5)C(C(=O)C(C(C)O)O)OC)OC6CC(C(C(O6)C)O)OC7CC(C(C(O7)C)O)OC8CC(C(C(O8)C)O)(C)O)C(=C4C(=C3C)O)O)O)O. Cell line: SNB-75. Synergy scores: CSS=5.05, Synergy_ZIP=0.595, Synergy_Bliss=1.36, Synergy_Loewe=-0.639, Synergy_HSA=-1.12. (3) Drug 1: C1=NC2=C(N1)C(=S)N=C(N2)N. Drug 2: B(C(CC(C)C)NC(=O)C(CC1=CC=CC=C1)NC(=O)C2=NC=CN=C2)(O)O. Cell line: SF-268. Synergy scores: CSS=13.6, Synergy_ZIP=-7.54, Synergy_Bliss=0.484, Synergy_Loewe=-1.76, Synergy_HSA=-1.70. (4) Drug 1: CN1C(=O)N2C=NC(=C2N=N1)C(=O)N. Drug 2: CC12CCC3C(C1CCC2OP(=O)(O)O)CCC4=C3C=CC(=C4)OC(=O)N(CCCl)CCCl.[Na+]. Cell line: HOP-92. Synergy scores: CSS=1.26, Synergy_ZIP=1.76, Synergy_Bliss=5.29, Synergy_Loewe=-2.36, Synergy_HSA=1.47. (5) Drug 1: CC(C)NC(=O)C1=CC=C(C=C1)CNNC.Cl. Drug 2: CC1C(C(CC(O1)OC2CC(CC3=C2C(=C4C(=C3O)C(=O)C5=C(C4=O)C(=CC=C5)OC)O)(C(=O)CO)O)N)O.Cl. Cell line: NCI-H226. Synergy scores: CSS=41.0, Synergy_ZIP=1.56, Synergy_Bliss=-1.69, Synergy_Loewe=-33.3, Synergy_HSA=-0.743. (6) Drug 1: CCN(CC)CCCC(C)NC1=C2C=C(C=CC2=NC3=C1C=CC(=C3)Cl)OC. Drug 2: C1CNP(=O)(OC1)N(CCCl)CCCl. Cell line: RPMI-8226. Synergy scores: CSS=41.7, Synergy_ZIP=-3.05, Synergy_Bliss=-5.95, Synergy_Loewe=-55.8, Synergy_HSA=-5.47. (7) Synergy scores: CSS=16.7, Synergy_ZIP=-2.84, Synergy_Bliss=2.88, Synergy_Loewe=6.23, Synergy_HSA=4.42. Drug 2: CC1CCC2CC(C(=CC=CC=CC(CC(C(=O)C(C(C(=CC(C(=O)CC(OC(=O)C3CCCCN3C(=O)C(=O)C1(O2)O)C(C)CC4CCC(C(C4)OC)O)C)C)O)OC)C)C)C)OC. Cell line: OVCAR-4. Drug 1: CCC1(CC2CC(C3=C(CCN(C2)C1)C4=CC=CC=C4N3)(C5=C(C=C6C(=C5)C78CCN9C7C(C=CC9)(C(C(C8N6C=O)(C(=O)OC)O)OC(=O)C)CC)OC)C(=O)OC)O.OS(=O)(=O)O.